This data is from Experimentally validated miRNA-target interactions with 360,000+ pairs, plus equal number of negative samples. The task is: Binary Classification. Given a miRNA mature sequence and a target amino acid sequence, predict their likelihood of interaction. The miRNA is hsa-miR-939-5p with sequence UGGGGAGCUGAGGCUCUGGGGGUG. The protein sequence of the target gene is MAHYNFKKITVVPSAKDFIDLTLSKTQRKTPTVIHKHYQIHRIRHFYMRKVKFTQQNYHDRLSQILTDFPKLDDIHPFYADLMNILYDKDHYKLALGQINIAKNLVDNVAKDYVRLMKYGDSLYRCKQLKRAALGRMCTVIKRQKQSLEYLEQVRQHLSRLPTIDPNTRTLLLCGYPNVGKSSFINKVTRADVDVQPYAFTTKSLFVGHMDYKYLRWQVVDTPGILDHPLEDRNTIEMQAITALAHLRAAVLYVMDLSEQCGHGLREQLELFQNIRPLFINKPLIVVANKCDVKRIAELS.... Result: 1 (interaction).